This data is from NCI-60 drug combinations with 297,098 pairs across 59 cell lines. The task is: Regression. Given two drug SMILES strings and cell line genomic features, predict the synergy score measuring deviation from expected non-interaction effect. Drug 1: CNC(=O)C1=CC=CC=C1SC2=CC3=C(C=C2)C(=NN3)C=CC4=CC=CC=N4. Drug 2: CC(C)NC(=O)C1=CC=C(C=C1)CNNC.Cl. Cell line: UACC62. Synergy scores: CSS=3.91, Synergy_ZIP=0.0105, Synergy_Bliss=0.276, Synergy_Loewe=-2.83, Synergy_HSA=-1.23.